This data is from Forward reaction prediction with 1.9M reactions from USPTO patents (1976-2016). The task is: Predict the product of the given reaction. (1) Given the reactants [CH3:1][N:2]1[C:11]2[C:6](=[CH:7][C:8](B3OC(C)(C)C(C)(C)O3)=[CH:9][CH:10]=2)[CH2:5][CH2:4][C:3]1=[O:21].Br[C:23]1[CH:24]=[N:25][CH:26]=[C:27]([CH2:29][N:30]2[CH2:34][CH2:33][CH2:32][C@H:31]2[C:35]([CH3:43])([CH3:42])[O:36][SiH2:37][C:38]([CH3:41])([CH3:40])[CH3:39])[CH:28]=1, predict the reaction product. The product is: [C:38]([SiH2:37][O:36][C:35]([CH3:43])([CH3:42])[C@@H:31]1[CH2:32][CH2:33][CH2:34][N:30]1[CH2:29][C:27]1[CH:28]=[C:23]([C:8]2[CH:7]=[C:6]3[C:11](=[CH:10][CH:9]=2)[N:2]([CH3:1])[C:3](=[O:21])[CH2:4][CH2:5]3)[CH:24]=[N:25][CH:26]=1)([CH3:41])([CH3:39])[CH3:40]. (2) Given the reactants [C:1]1([C:7]2[CH:8]=[N:9][N:10]([CH2:12][CH2:13][C@@:14]([CH3:24])([S:20]([CH3:23])(=[O:22])=[O:21])[C:15]([O:17][CH2:18][CH3:19])=[O:16])[CH:11]=2)[CH2:6][CH2:5][CH2:4][CH2:3][CH:2]=1, predict the reaction product. The product is: [CH:1]1([C:7]2[CH:8]=[N:9][N:10]([CH2:12][CH2:13][C@@:14]([CH3:24])([S:20]([CH3:23])(=[O:21])=[O:22])[C:15]([O:17][CH2:18][CH3:19])=[O:16])[CH:11]=2)[CH2:2][CH2:3][CH2:4][CH2:5][CH2:6]1. (3) Given the reactants [O:1]=[C:2]([C:21]1[C:30]2[C:25](=[CH:26][CH:27]=[C:28]([O:31][CH3:32])[CH:29]=2)[N:24]=[CH:23][CH:22]=1)[CH2:3][CH2:4][C@@H:5]1[CH2:10][CH2:9][N:8](C(OC(C)(C)C)=O)[CH2:7][C@@H:6]1[C:18](O)=[O:19].S(Cl)(Cl)=O.[CH3:37][OH:38], predict the reaction product. The product is: [O:1]=[C:2]([C:21]1[C:30]2[C:25](=[CH:26][CH:27]=[C:28]([O:31][CH3:32])[CH:29]=2)[N:24]=[CH:23][CH:22]=1)[CH2:3][CH2:4][C@@H:5]1[CH2:10][CH2:9][NH:8][CH2:7][C@@H:6]1[C:18]([O:38][CH3:37])=[O:19]. (4) Given the reactants [CH:1]1[CH:2]=[CH:3][C:4]2[NH:11][C:9](=[O:10])[CH:8]=[C:7]([CH2:12][CH:13]([NH:17][C:18]([C:20]3[CH:21]=[CH:22][C:23]([Cl:26])=[CH:24][CH:25]=3)=[O:19])[C:14]([OH:16])=[O:15])[C:5]=2[CH:6]=1.[CH:27]1[C:39]2[N:38]([CH2:40]O)[C:37]3[C:32](=[CH:33][CH:34]=[CH:35][CH:36]=3)[C:31]=2[CH:30]=[CH:29][CH:28]=1, predict the reaction product. The product is: [Cl:26][C:23]1[CH:24]=[CH:25][C:20]([C:18]([NH:17][CH:13]([CH2:12][C:7]2[C:5]3[C:4](=[CH:3][CH:2]=[CH:1][CH:6]=3)[NH:11][C:9](=[O:10])[CH:8]=2)[C:14]([O:16][CH2:40][N:38]2[C:37]3[CH:36]=[CH:35][CH:34]=[CH:33][C:32]=3[C:31]3[C:39]2=[CH:27][CH:28]=[CH:29][CH:30]=3)=[O:15])=[O:19])=[CH:21][CH:22]=1. (5) Given the reactants [Cl:1][C:2]1[C:3]2[CH:10]=[CH:9][NH:8][C:4]=2[N:5]=[CH:6][N:7]=1.[Br:11][C:12]1[CH:13]=[C:14](B(O)O)[CH:15]=[CH:16][CH:17]=1.N1C=CC=CC=1, predict the reaction product. The product is: [Br:11][C:12]1[CH:17]=[C:16]([N:8]2[C:4]3[N:5]=[CH:6][N:7]=[C:2]([Cl:1])[C:3]=3[CH:10]=[CH:9]2)[CH:15]=[CH:14][CH:13]=1. (6) Given the reactants [CH3:1][N:2]([CH3:22])[C:3]1[N:8]=[CH:7][C:6]([NH:9][CH:10]=[C:11]2[C:16](=[O:17])OC(C)(C)OC2=O)=[CH:5][C:4]=1[F:21].C1(OC2C=CC=CC=2)C=CC=CC=1, predict the reaction product. The product is: [CH3:22][N:2]([CH3:1])[C:3]1[N:8]=[C:7]2[C:6](=[CH:5][C:4]=1[F:21])[N:9]=[CH:10][CH:11]=[C:16]2[OH:17]. (7) Given the reactants [F:1][C@H:2]1[C@@H:7]([O:8][C:9]2[CH:16]=[CH:15][C:14]([C:17]3[N:22]=[C:21]([NH:23][C:24]4[CH:29]=[CH:28][C:27]([N:30]5[CH2:35][CH2:34][N:33]([CH:36]6[CH2:39][O:38][CH2:37]6)[CH2:32][CH2:31]5)=[CH:26][CH:25]=4)[N:20]=[CH:19][N:18]=3)=[CH:13][C:10]=2[C:11]#[N:12])[CH2:6][CH2:5][NH:4][CH2:3]1.C(N(CC)C(C)C)(C)C.Cl[C:50]([O:52][CH3:53])=[O:51], predict the reaction product. The product is: [C:11]([C:10]1[CH:13]=[C:14]([C:17]2[N:22]=[C:21]([NH:23][C:24]3[CH:29]=[CH:28][C:27]([N:30]4[CH2:31][CH2:32][N:33]([CH:36]5[CH2:39][O:38][CH2:37]5)[CH2:34][CH2:35]4)=[CH:26][CH:25]=3)[N:20]=[CH:19][N:18]=2)[CH:15]=[CH:16][C:9]=1[O:8][C@H:7]1[CH2:6][CH2:5][N:4]([C:50]([O:52][CH3:53])=[O:51])[CH2:3][C@H:2]1[F:1])#[N:12]. (8) Given the reactants [CH3:1][N:2]1[CH:6]=[C:5]([NH:7][C:8]2[N:9]=[C:10]([O:31][C@H:32]3[CH2:35][C@H:34]([NH:36]C(=O)OC(C)(C)C)[CH2:33]3)[C:11]3[C:16]([C:17]4[CH:22]=[CH:21][CH:20]=[CH:19][N:18]=4)=[CH:15][N:14]([CH2:23][O:24]CC[Si](C)(C)C)[C:12]=3[N:13]=2)[CH:4]=[N:3]1.FC(F)(F)C(O)=O, predict the reaction product. The product is: [NH2:36][C@H:34]1[CH2:33][C@H:32]([O:31][C:10]2[C:11]3[C:16]([C:17]4[CH:22]=[CH:21][CH:20]=[CH:19][N:18]=4)=[CH:15][N:14]([CH2:23][OH:24])[C:12]=3[N:13]=[C:8]([NH:7][C:5]3[CH:4]=[N:3][N:2]([CH3:1])[CH:6]=3)[N:9]=2)[CH2:35]1.